From a dataset of Forward reaction prediction with 1.9M reactions from USPTO patents (1976-2016). Predict the product of the given reaction. (1) Given the reactants C[O:2][C:3](=[O:22])[CH2:4][CH2:5][C:6]1[CH:11]=[CH:10][C:9]([O:12][C:13]2[CH:18]=[C:17]([F:19])[CH:16]=[C:15](Br)[CH:14]=2)=[CH:8][C:7]=1[CH3:21].[CH2:23]([C:25]1[CH:30]=[CH:29][C:28]([OH:31])=[C:27]([O:32][C:33]2[CH:38]=[CH:37][CH:36]=[CH:35][CH:34]=2)[CH:26]=1)[CH3:24], predict the reaction product. The product is: [CH2:23]([C:25]1[CH:30]=[CH:29][C:28]([O:31][C:15]2[CH:14]=[C:13]([CH:18]=[C:17]([F:19])[CH:16]=2)[O:12][C:9]2[CH:10]=[CH:11][C:6]([CH2:5][CH2:4][C:3]([OH:2])=[O:22])=[C:7]([CH3:21])[CH:8]=2)=[C:27]([O:32][C:33]2[CH:38]=[CH:37][CH:36]=[CH:35][CH:34]=2)[CH:26]=1)[CH3:24]. (2) The product is: [CH3:19][N:6]1[C:7]([C:10]([C:12]2[CH:17]=[CH:16][C:15]([CH3:18])=[CH:14][CH:13]=2)=[O:11])=[C:8]([CH3:9])[CH:4]=[C:5]1[CH2:20][C:21]([O:23][CH2:24][CH3:25])=[O:22]. Given the reactants C([C:4]1[C:8]([CH3:9])=[C:7]([C:10]([C:12]2[CH:17]=[CH:16][C:15]([CH3:18])=[CH:14][CH:13]=2)=[O:11])[N:6]([CH3:19])[C:5]=1[CH2:20][C:21]([O:23][CH2:24][CH3:25])=[O:22])(O)=O.N1C2C(=CC=CC=2)C=CC=1, predict the reaction product. (3) Given the reactants [Li]CCCC.Br[C:7]1[CH:16]=[CH:15][CH:14]=[C:13]2[C:8]=1[CH:9]=[CH:10][N:11]=[CH:12]2.C([O:20][B:21](OC(C)C)[O:22]C(C)C)(C)C, predict the reaction product. The product is: [B:21]([OH:22])([OH:20])[C:7]1[CH:16]=[CH:15][CH:14]=[C:13]2[C:8]=1[CH:9]=[CH:10][N:11]=[CH:12]2. (4) Given the reactants [Cl:1][C:2]1[CH:7]=[CH:6][C:5]([S:8]([OH:11])(=[O:10])=[O:9])=[CH:4][CH:3]=1.[CH:12]1([S:17]([C:20]2[CH:21]=[C:22]([CH2:26][CH2:27][CH2:28][CH2:29][O:30][CH2:31][CH2:32][CH2:33][CH2:34][CH2:35][CH2:36][NH:37][CH2:38][C@@H:39]([C:41]3[CH:46]=[CH:45][C:44]([OH:47])=[C:43]([CH2:48][OH:49])[CH:42]=3)[OH:40])[CH:23]=[CH:24][CH:25]=2)(=[O:19])=[O:18])[CH2:16][CH2:15][CH2:14][CH2:13]1, predict the reaction product. The product is: [CH:12]1([S:17]([C:20]2[CH:21]=[C:22]([CH2:26][CH2:27][CH2:28][CH2:29][O:30][CH2:31][CH2:32][CH2:33][CH2:34][CH2:35][CH2:36][NH:37][CH2:38][C@@H:39]([C:41]3[CH:46]=[CH:45][C:44]([OH:47])=[C:43]([CH2:48][OH:49])[CH:42]=3)[OH:40])[CH:23]=[CH:24][CH:25]=2)(=[O:19])=[O:18])[CH2:16][CH2:15][CH2:14][CH2:13]1.[Cl:1][C:2]1[CH:3]=[CH:4][C:5]([S:8]([O-:11])(=[O:9])=[O:10])=[CH:6][CH:7]=1. (5) Given the reactants [CH3:1][C:2]1[CH:18]=[CH:17][C:5]([C:6]([O:8]C2C=CC(C#N)=CC=2)=O)=[CH:4][CH:3]=1.[CH3:19][C:20]1([CH3:28])[CH2:25][CH2:24][C:23](=[O:26])[CH2:22][C:21]1=[O:27].C(N(CC)CC)C.CC(C)(O)C#N, predict the reaction product. The product is: [CH3:1][C:2]1[CH:3]=[CH:4][C:5]([C:6]([CH:22]2[C:21](=[O:27])[C:20]([CH3:28])([CH3:19])[CH2:25][CH2:24][C:23]2=[O:26])=[O:8])=[CH:17][CH:18]=1. (6) Given the reactants [OH:1][C@H:2]([C:13]([OH:16])([CH3:15])[CH3:14])[C:3]([O:5][CH2:6][C:7]1[CH:12]=[CH:11][CH:10]=[CH:9][CH:8]=1)=[O:4].O.[C:18]1(C)[CH:23]=CC(S(O)(=O)=O)=C[CH:19]=1, predict the reaction product. The product is: [CH3:19][C:18]1([CH3:23])[O:1][C@@H:2]([C:3]([O:5][CH2:6][C:7]2[CH:12]=[CH:11][CH:10]=[CH:9][CH:8]=2)=[O:4])[C:13]([CH3:14])([CH3:15])[O:16]1. (7) Given the reactants [Br:1][C:2]1[CH:3]=[C:4]([CH:7]=[CH:8][CH:9]=1)[CH:5]=O.[C:10]([OH:15])(=[O:14])[C:11]([CH3:13])=[O:12].[OH-].[K+:17], predict the reaction product. The product is: [K+:17].[Br:1][C:2]1[CH:3]=[C:4]([CH:5]=[CH:13][C:11](=[O:12])[C:10]([O-:15])=[O:14])[CH:7]=[CH:8][CH:9]=1.